Dataset: Reaction yield outcomes from USPTO patents with 853,638 reactions. Task: Predict the reaction yield, written as a fraction of the theoretical maximum amount of product (1.0 means a 100% yield; for example, 0.34 means a 34% yield). (1) The reactants are Cl[C:2]1[N:11]=[CH:10][CH:9]=[C:8]([C:12]#[N:13])[C:3]=1[C:4]([O:6][CH3:7])=[O:5].[CH3:14][N:15]1[CH:19]=[C:18](B2OC(C)(C)C(C)(C)O2)[CH:17]=[N:16]1.[F-].[K+]. The catalyst is COCCOC.Cl[Pd](Cl)([P](C1C=CC=CC=1)(C1C=CC=CC=1)C1C=CC=CC=1)[P](C1C=CC=CC=1)(C1C=CC=CC=1)C1C=CC=CC=1. The product is [C:12]([C:8]1[C:3]([C:4]([O:6][CH3:7])=[O:5])=[C:2]([C:18]2[CH:17]=[N:16][N:15]([CH3:14])[CH:19]=2)[N:11]=[CH:10][CH:9]=1)#[N:13]. The yield is 0.523. (2) The reactants are [CH3:1][O:2][C:3]1[CH:4]=[C:5]([CH:8]=[C:9]([O:13][CH3:14])[C:10]=1[O:11][CH3:12])[CH:6]=O.[ClH:15].CO.[CH3:18][O:19][C:20]1[C:35]([O:36][CH3:37])=[CH:34][CH:33]=[CH:32][C:21]=1[CH2:22][NH:23][CH2:24][CH:25](OCC)OCC. The catalyst is CCO. The product is [ClH:15].[CH3:1][O:2][C:3]1[CH:4]=[C:5]([CH:8]=[C:9]([O:13][CH3:14])[C:10]=1[O:11][CH3:12])[CH2:6][C:25]1[C:32]2[C:21](=[C:20]([O:19][CH3:18])[C:35]([O:36][CH3:37])=[CH:34][CH:33]=2)[CH:22]=[N:23][CH:24]=1. The yield is 0.180. (3) The reactants are C[O:2][C:3](=[O:33])[C@@H:4]([NH:8][C:9]([C:11]1[O:15][N:14]=[C:13]([C:16]2[CH:21]=[CH:20][C:19]([NH:22][C:23]([NH:25][C:26]3[CH:31]=[CH:30][C:29]([F:32])=[CH:28][CH:27]=3)=[O:24])=[CH:18][CH:17]=2)[CH:12]=1)=[O:10])[CH:5]([CH3:7])[CH3:6].[K+].[Br-]. No catalyst specified. The product is [F:32][C:29]1[CH:28]=[CH:27][C:26]([NH:25][C:23](=[O:24])[NH:22][C:19]2[CH:18]=[CH:17][C:16]([C:13]3[CH:12]=[C:11]([C:9]([NH:8][C@@H:4]([CH:5]([CH3:6])[CH3:7])[C:3]([OH:33])=[O:2])=[O:10])[O:15][N:14]=3)=[CH:21][CH:20]=2)=[CH:31][CH:30]=1. The yield is 0.420. (4) The reactants are [CH:1]([OH:3])=O.OO.[Cl:6][C:7]1[CH:12]=[CH:11][C:10]([C:13]2C[CH2:16][CH2:15][CH:14]=2)=[CH:9][CH:8]=1. No catalyst specified. The product is [Cl:6][C:7]1[CH:12]=[CH:11][C:10]([CH:13]2[CH2:14][CH2:15][CH2:16][C:1]2=[O:3])=[CH:9][CH:8]=1. The yield is 0.349.